This data is from Full USPTO retrosynthesis dataset with 1.9M reactions from patents (1976-2016). The task is: Predict the reactants needed to synthesize the given product. (1) Given the product [CH3:16][O:11][C:10](=[O:12])[CH:9]([NH:8][C:6]([O:5][C:1]([CH3:4])([CH3:3])[CH3:2])=[O:7])[CH2:13][CH2:14][OH:15], predict the reactants needed to synthesize it. The reactants are: [C:1]([O:5][C:6]([NH:8][CH:9]([CH2:13][CH2:14][OH:15])[C:10]([OH:12])=[O:11])=[O:7])([CH3:4])([CH3:3])[CH3:2].[CH3:16][Si](C=[N+]=[N-])(C)C. (2) Given the product [F:1][C:2]1[C:3]2[C:4]3[C:8](=[CH:9][CH:10]=1)[NH:7][C:6](=[O:11])[C:5]=3[C:14]([C:15]1[NH:16][CH:17]=[CH:18][CH:19]=1)=[CH:13][C:12]=2[O:26][CH2:25][CH2:24][OH:27], predict the reactants needed to synthesize it. The reactants are: [F:1][C:2]1[C:3](/[C:12](/I)=[CH:13]/[C:14](=O)[C:15]2[NH:16][CH:17]=[CH:18][CH:19]=2)=[C:4]2[C:8](=[CH:9][CH:10]=1)[NH:7][C:6](=[O:11])[CH2:5]2.[H-].[Na+].[CH2:24]([OH:27])[CH2:25][OH:26]. (3) The reactants are: [C:1]1([CH3:8])[C:6]([OH:7])=[CH:5][CH:4]=[CH:3][CH:2]=1.N(C(C)C)C(C)C.C1C(=O)N([Br:23])C(=O)C1.S(=O)(=O)(O)O. Given the product [Br:23][C:5]1[CH:4]=[CH:3][CH:2]=[C:1]([CH3:8])[C:6]=1[OH:7], predict the reactants needed to synthesize it. (4) Given the product [CH2:1]([O:8][C:9]1[CH:14]=[CH:13][C:12]([C:19]2[CH:20]=[CH:21][C:22]([OH:28])=[C:23]([C:24]([OH:26])=[O:25])[CH:27]=2)=[CH:11][CH:10]=1)[C:2]1[CH:7]=[CH:6][CH:5]=[CH:4][CH:3]=1, predict the reactants needed to synthesize it. The reactants are: [CH2:1]([O:8][C:9]1[CH:14]=[CH:13][C:12](B(O)O)=[CH:11][CH:10]=1)[C:2]1[CH:7]=[CH:6][CH:5]=[CH:4][CH:3]=1.Br[C:19]1[CH:20]=[CH:21][C:22]([OH:28])=[C:23]([CH:27]=1)[C:24]([OH:26])=[O:25]. (5) Given the product [C:1]([N:4]1[C:12]2[C:7](=[CH:8][C:9]([C:13](=[O:15])[CH3:14])=[CH:10][CH:11]=2)[C:6](=[C:21]([C:20]2[CH:24]=[CH:25][CH:26]=[CH:27][C:19]=2[O:18][CH3:17])[OH:22])[C:5]1=[O:16])(=[O:3])[CH3:2], predict the reactants needed to synthesize it. The reactants are: [C:1]([N:4]1[C:12]2[C:7](=[CH:8][C:9]([C:13](=[O:15])[CH3:14])=[CH:10][CH:11]=2)[CH2:6][C:5]1=[O:16])(=[O:3])[CH3:2].[CH3:17][O:18][C:19]1[CH:27]=[CH:26][CH:25]=[CH:24][C:20]=1[C:21](O)=[O:22]. (6) Given the product [NH:11]1[C:15]2[CH:16]=[CH:17][CH:18]=[CH:19][C:14]=2[N:13]=[C:12]1[C@H:8]([NH:9][C:10]([NH:36][CH2:35][CH2:34][N:25]1[C:33]2[C:28](=[CH:29][CH:30]=[CH:31][CH:32]=2)[CH2:27][CH2:26]1)=[O:20])[CH2:7][C:6]1[CH:21]=[CH:22][C:3]([O:2][CH3:1])=[CH:4][CH:5]=1, predict the reactants needed to synthesize it. The reactants are: [CH3:1][O:2][C:3]1[CH:22]=[CH:21][C:6]([CH2:7][C@@H:8]2[C:12]3=[N:13][C:14]4[CH:19]=[CH:18][CH:17]=[CH:16][C:15]=4[N:11]3[C:10](=[O:20])[NH:9]2)=[CH:5][CH:4]=1.Cl.Cl.[N:25]1([CH2:34][CH2:35][NH2:36])[C:33]2[C:28](=[CH:29][CH:30]=[CH:31][CH:32]=2)[CH2:27][CH2:26]1.C(O)(C(F)(F)F)=O.